From a dataset of Forward reaction prediction with 1.9M reactions from USPTO patents (1976-2016). Predict the product of the given reaction. (1) Given the reactants Cl[C:2]1[N:3]=[CH:4][C:5]2[N:11]([CH3:12])[C:10](=[O:13])[C:9]([F:15])([F:14])[CH2:8][NH:7][C:6]=2[N:16]=1.[NH2:17][C:18]1[CH:33]=[CH:32][C:21]([C:22]([NH:24][CH:25]2[CH2:30][CH2:29][N:28]([CH3:31])[CH2:27][CH2:26]2)=[O:23])=[CH:20][C:19]=1[O:34][CH3:35].O.C1(C)C=CC(S(O)(=O)=O)=CC=1.C(=O)([O-])[O-].[Na+].[Na+], predict the reaction product. The product is: [F:14][C:9]1([F:15])[CH2:8][NH:7][C:6]2[N:16]=[C:2]([NH:17][C:18]3[CH:33]=[CH:32][C:21]([C:22]([NH:24][CH:25]4[CH2:26][CH2:27][N:28]([CH3:31])[CH2:29][CH2:30]4)=[O:23])=[CH:20][C:19]=3[O:34][CH3:35])[N:3]=[CH:4][C:5]=2[N:11]([CH3:12])[C:10]1=[O:13]. (2) Given the reactants [Cl:1][C:2]1[CH:3]=[N+:4]([O-])[CH:5]=[C:6]([C:10]2[CH:15]=[CH:14][CH:13]=[C:12]([O:16][CH3:17])[CH:11]=2)[C:7]=1[C:8]#[N:9].P(Cl)(Cl)([Cl:21])=O, predict the reaction product. The product is: [Cl:21][C:3]1[C:2]([Cl:1])=[C:7]([C:6]([C:10]2[CH:15]=[CH:14][CH:13]=[C:12]([O:16][CH3:17])[CH:11]=2)=[CH:5][N:4]=1)[C:8]#[N:9]. (3) Given the reactants [C:1]([C:4]1[S:8][C:7]([NH2:9])=[N:6][C:5]=1[CH3:10])(=[O:3])[CH3:2].[Cl:11][C:12]1[CH:17]=[CH:16][CH:15]=[C:14]([Cl:18])[C:13]=1[S:19](Cl)(=[O:21])=[O:20], predict the reaction product. The product is: [C:1]([C:4]1[S:8][C:7]([NH:9][S:19]([C:13]2[C:14]([Cl:18])=[CH:15][CH:16]=[CH:17][C:12]=2[Cl:11])(=[O:21])=[O:20])=[N:6][C:5]=1[CH3:10])(=[O:3])[CH3:2]. (4) Given the reactants [OH:1][C:2]1[CH:7]=[CH:6][C:5]([N+:8]([O-:10])=[O:9])=[CH:4][C:3]=1[CH3:11].[C:12](=O)([O-])[O-].[K+].[K+].IC.O, predict the reaction product. The product is: [CH3:12][O:1][C:2]1[CH:7]=[CH:6][C:5]([N+:8]([O-:10])=[O:9])=[CH:4][C:3]=1[CH3:11]. (5) Given the reactants [CH:1]1([C@H:5]([NH:7][C:8]2[N:16]=[C:15]([C:17]#[N:18])[N:14]=[C:13]3[C:9]=2[N:10]([CH2:19][C:20]2[CH:25]=[CH:24][C:23]([C:26]([F:29])([F:28])[F:27])=[CH:22][CH:21]=2)[CH:11]=[N:12]3)[CH3:6])[CH2:4][CH2:3][CH2:2]1.C1C(=O)N([Br:37])C(=O)C1, predict the reaction product. The product is: [Br:37][C:11]1[N:10]([CH2:19][C:20]2[CH:21]=[CH:22][C:23]([C:26]([F:27])([F:28])[F:29])=[CH:24][CH:25]=2)[C:9]2[C:13](=[N:14][C:15]([C:17]#[N:18])=[N:16][C:8]=2[NH:7][C@@H:5]([CH:1]2[CH2:4][CH2:3][CH2:2]2)[CH3:6])[N:12]=1.